Dataset: Forward reaction prediction with 1.9M reactions from USPTO patents (1976-2016). Task: Predict the product of the given reaction. The product is: [Cl:1][C:2]1[CH:3]=[C:4]([NH2:14])[C:5]([NH:6][CH2:7][CH:8]2[CH2:9][O:10][CH2:11]2)=[CH:12][CH:13]=1. Given the reactants [Cl:1][C:2]1[CH:13]=[CH:12][C:5]([NH:6][CH2:7][CH:8]2[CH2:11][O:10][CH2:9]2)=[C:4]([N+:14]([O-])=O)[CH:3]=1, predict the reaction product.